This data is from Reaction yield outcomes from USPTO patents with 853,638 reactions. The task is: Predict the reaction yield, written as a fraction of the theoretical maximum amount of product (1.0 means a 100% yield; for example, 0.34 means a 34% yield). (1) The reactants are Br[C:2]1[CH:3]=[CH:4][C:5]([C:13]([OH:15])=[O:14])=[N:6][C:7]=1[O:8][CH2:9][CH:10]1[CH2:12][CH2:11]1.[CH:16]1(B(O)O)[CH2:18][CH2:17]1.C1(P(C2CCCCC2)C2CCCCC2)CCCCC1.P([O-])([O-])([O-])=O.[K+].[K+].[K+]. The catalyst is C1(C)C=CC=CC=1.O.C([O-])(=O)C.C([O-])(=O)C.[Pd+2]. The product is [CH:16]1([C:2]2[CH:3]=[CH:4][C:5]([C:13]([OH:15])=[O:14])=[N:6][C:7]=2[O:8][CH2:9][CH:10]2[CH2:12][CH2:11]2)[CH2:18][CH2:17]1. The yield is 0.750. (2) The reactants are Br[C:2]1[CH:7]=[CH:6][N:5]=[C:4]([NH:8][C:9]([NH:11][CH2:12][C:13]2[CH:18]=[CH:17][CH:16]=[CH:15][C:14]=2[O:19][CH3:20])=[NH:10])[CH:3]=1.[F:21][C:22]1[CH:27]=[CH:26][C:25](OB(O)O)=[CH:24][CH:23]=1.C(=O)([O-])[O-].[Na+].[Na+].C([O-])(=O)C. No catalyst specified. The product is [F:21][C:22]1[CH:27]=[CH:26][C:25]([C:2]2[CH:7]=[CH:6][N:5]=[C:4]([NH:8][C:9]([NH:11][CH2:12][C:13]3[CH:18]=[CH:17][CH:16]=[CH:15][C:14]=3[O:19][CH3:20])=[NH:10])[CH:3]=2)=[CH:24][CH:23]=1. The yield is 0.270. (3) The reactants are [Cl:1][C:2]1[CH:3]=[C:4]2[C:8](=[C:9]([CH:11]([O:13][CH2:14][C:15]3([C:28]4[CH:33]=[CH:32][C:31]([F:34])=[CH:30][CH:29]=4)[CH2:20][CH2:19][N:18]([C:21]([O:23][C:24]([CH3:27])([CH3:26])[CH3:25])=[O:22])[CH2:17][CH2:16]3)[CH3:12])[CH:10]=1)[N:7](COCC[Si](C)(C)C)[CH:6]=[C:5]2[C:43]#[N:44].CCCC[N+](CCCC)(CCCC)CCCC.[F-]. The catalyst is C1COCC1. The product is [Cl:1][C:2]1[CH:3]=[C:4]2[C:8](=[C:9]([CH:11]([O:13][CH2:14][C:15]3([C:28]4[CH:29]=[CH:30][C:31]([F:34])=[CH:32][CH:33]=4)[CH2:20][CH2:19][N:18]([C:21]([O:23][C:24]([CH3:27])([CH3:26])[CH3:25])=[O:22])[CH2:17][CH2:16]3)[CH3:12])[CH:10]=1)[NH:7][CH:6]=[C:5]2[C:43]#[N:44]. The yield is 0.714. (4) The reactants are [CH3:1][O:2][C:3]1[CH:12]=[C:11]([O:13][CH3:14])[C:10]2[C:5](=[CH:6][CH:7]=[CH:8][CH:9]=2)[N:4]=1.[Li]CCCC.Cl[C:21]([O:23][CH2:24][CH3:25])=[O:22].O. The catalyst is C1COCC1. The product is [CH3:1][O:2][C:3]1[C:12]([C:21]([O:23][CH2:24][CH3:25])=[O:22])=[C:11]([O:13][CH3:14])[C:10]2[C:5](=[CH:6][CH:7]=[CH:8][CH:9]=2)[N:4]=1. The yield is 0.600. (5) The reactants are I[CH:2]([CH3:4])[CH3:3].[CH:5]1([CH2:8][N:9]2[C:18](=[O:19])[C:17]3[C:12](=[CH:13][CH:14]=[C:15]([N+:20]([O-:22])=[O:21])[CH:16]=3)[NH:11][C:10]2=[O:23])[CH2:7][CH2:6]1.C(=O)([O-])[O-].[Cs+].[Cs+].O. The catalyst is CN(C=O)C. The product is [CH:5]1([CH2:8][N:9]2[C:18](=[O:19])[C:17]3[C:12](=[CH:13][CH:14]=[C:15]([N+:20]([O-:22])=[O:21])[CH:16]=3)[N:11]=[C:10]2[O:23][CH:2]([CH3:4])[CH3:3])[CH2:6][CH2:7]1.[CH:5]1([CH2:8][N:9]2[C:18](=[O:19])[C:17]3[C:12](=[CH:13][CH:14]=[C:15]([N+:20]([O-:22])=[O:21])[CH:16]=3)[N:11]([CH:2]([CH3:4])[CH3:3])[C:10]2=[O:23])[CH2:6][CH2:7]1. The yield is 0.446. (6) The reactants are [NH2:1][C:2]1[C:7]([NH:8][C:9]2[CH:14]=[CH:13][C:12]([I:15])=[CH:11][C:10]=2[F:16])=[C:6]([CH3:17])[C:5](=[O:18])[N:4]2[CH2:19][CH2:20][S:21][C:3]=12.[CH3:22][N:23]([CH3:28])[S:24](Cl)(=[O:26])=[O:25]. The catalyst is N1C=CC=CC=1. The product is [F:16][C:10]1[CH:11]=[C:12]([I:15])[CH:13]=[CH:14][C:9]=1[NH:8][C:7]1[C:2]([NH:1][S:24]([N:23]([CH3:28])[CH3:22])(=[O:26])=[O:25])=[C:3]2[S:21][CH2:20][CH2:19][N:4]2[C:5](=[O:18])[C:6]=1[CH3:17]. The yield is 0.320. (7) The reactants are C(N(CC)CC)C.[NH2:8][C:9]1[C:14]([CH:15]=[O:16])=[CH:13][CH:12]=[CH:11][N:10]=1.[C:17](Cl)(=[O:22])[C:18]([CH3:21])([CH3:20])[CH3:19]. The catalyst is ClCCl. The product is [CH:15]([C:14]1[C:9]([NH:8][C:17](=[O:22])[C:18]([CH3:21])([CH3:20])[CH3:19])=[N:10][CH:11]=[CH:12][CH:13]=1)=[O:16]. The yield is 0.900.